The task is: Predict the reactants needed to synthesize the given product.. This data is from Full USPTO retrosynthesis dataset with 1.9M reactions from patents (1976-2016). (1) Given the product [CH3:34][O:35][N:36]([CH3:37])[C:8]([C:5]1[CH:6]=[CH:7][N:2]([CH3:1])[C:3](=[O:11])[CH:4]=1)=[O:10], predict the reactants needed to synthesize it. The reactants are: [CH3:1][N:2]1[CH:7]=[CH:6][C:5]([C:8]([OH:10])=O)=[CH:4][C:3]1=[O:11].CCN=C=NCCCN(C)C.C1C=CC2N(O)N=NC=2C=1.Cl.[CH3:34][O:35][NH:36][CH3:37].CCN(CC)CC. (2) Given the product [F:33][C:31]([F:32])([F:34])[C:29]1[CH:30]=[C:25]([CH2:24][O:23][C@@H:10]2[CH2:11][CH2:12][C@@H:13]3[NH:8][C@@:9]2([C:39]2[CH:40]=[CH:41][CH:42]=[CH:43][CH:44]=2)[CH2:15][C@@:14]3([F:22])[C:16]2[N:17]=[N:18][N:19]([CH3:21])[N:20]=2)[CH:26]=[C:27]([C:35]([F:38])([F:37])[F:36])[CH:28]=1, predict the reactants needed to synthesize it. The reactants are: C([N:8]1[C@@H:13]2[C@:14]([F:22])([C:16]3[N:17]=[N:18][N:19]([CH3:21])[N:20]=3)[CH2:15][C@@:9]1([C:39]1[CH:44]=[CH:43][CH:42]=[CH:41][CH:40]=1)[C@H:10]([O:23][CH2:24][C:25]1[CH:30]=[C:29]([C:31]([F:34])([F:33])[F:32])[CH:28]=[C:27]([C:35]([F:38])([F:37])[F:36])[CH:26]=1)[CH2:11][CH2:12]2)C1C=CC=CC=1.Cl. (3) Given the product [ClH:1].[Cl:1][C:2]1[CH:3]=[C:4]([S:8]([C:11]2[C:19]3[C:14](=[N:15][CH:16]=[CH:17][CH:18]=3)[N:13]([CH2:20][CH:21]3[CH2:25][CH2:24][CH2:23][N:22]3[CH3:27])[CH:12]=2)(=[O:10])=[O:9])[CH:5]=[CH:6][CH:7]=1, predict the reactants needed to synthesize it. The reactants are: [Cl:1][C:2]1[CH:3]=[C:4]([S:8]([C:11]2[C:19]3[C:14](=[N:15][CH:16]=[CH:17][CH:18]=3)[N:13]([CH2:20][CH:21]3[CH2:25][CH2:24][CH2:23][NH:22]3)[CH:12]=2)(=[O:10])=[O:9])[CH:5]=[CH:6][CH:7]=1.I[CH3:27]. (4) Given the product [CH:1]1([CH:7]([NH:19][C:20]2[N:25]=[CH:24][C:23]([C:26]([NH:36][CH2:35][CH2:34][C:33]([O:32][CH2:30][CH3:31])=[O:37])=[O:27])=[CH:22][CH:21]=2)[C:8]2[O:9][C:10]3[CH:17]=[CH:16][C:15]([F:18])=[CH:14][C:11]=3[C:12]=2[CH3:13])[CH2:6][CH2:5][CH2:4][CH2:3][CH2:2]1, predict the reactants needed to synthesize it. The reactants are: [CH:1]1([CH:7]([NH:19][C:20]2[N:25]=[CH:24][C:23]([C:26](O)=[O:27])=[CH:22][CH:21]=2)[C:8]2[O:9][C:10]3[CH:17]=[CH:16][C:15]([F:18])=[CH:14][C:11]=3[C:12]=2[CH3:13])[CH2:6][CH2:5][CH2:4][CH2:3][CH2:2]1.Cl.[CH2:30]([O:32][C:33](=[O:37])[CH2:34][CH2:35][NH2:36])[CH3:31].O.ON1C2C=CC=CC=2N=N1.Cl.C(N=C=NCCCN(C)C)C.[Cl-].[NH4+]. (5) Given the product [CH2:18]([C:5]1[N:4]=[C:3]([C:20]([NH2:22])=[O:21])[C:2]([NH:34][C:33]2[CH:32]=[CH:31][C:30]([N:27]3[CH2:26][CH2:25][N:24]([CH3:23])[CH2:29][CH2:28]3)=[CH:36][CH:35]=2)=[N:7][C:6]=1[O:8][C:9]1[CH:14]=[CH:13][CH:12]=[C:11]([N+:15]([O-:17])=[O:16])[CH:10]=1)[CH3:19], predict the reactants needed to synthesize it. The reactants are: Cl[C:2]1[C:3]([C:20]([NH2:22])=[O:21])=[N:4][C:5]([CH2:18][CH3:19])=[C:6]([O:8][C:9]2[CH:14]=[CH:13][CH:12]=[C:11]([N+:15]([O-:17])=[O:16])[CH:10]=2)[N:7]=1.[CH3:23][N:24]1[CH2:29][CH2:28][N:27]([C:30]2[CH:36]=[CH:35][C:33]([NH2:34])=[CH:32][CH:31]=2)[CH2:26][CH2:25]1.CS(O)(=O)=O.C(=O)([O-])O.[Na+]. (6) Given the product [O:26]=[C:9]1[NH:8][C:4]2[N:5]=[CH:6][N:7]=[CH:2][C:3]=2[C@@:10]21[CH2:25][C:13]1=[N:14][CH:15]=[C:16]([C:18]([O:20][C:21]([CH3:23])([CH3:22])[CH3:24])=[O:19])[CH:17]=[C:12]1[CH2:11]2, predict the reactants needed to synthesize it. The reactants are: Cl[C:2]1[C:3]2[C@:10]3([CH2:25][C:13]4=[N:14][CH:15]=[C:16]([C:18]([O:20][C:21]([CH3:24])([CH3:23])[CH3:22])=[O:19])[CH:17]=[C:12]4[CH2:11]3)[C:9](=[O:26])[NH:8][C:4]=2[N:5]=[CH:6][N:7]=1.C(N(CC)CC)C.[H][H].